From a dataset of NCI-60 drug combinations with 297,098 pairs across 59 cell lines. Regression. Given two drug SMILES strings and cell line genomic features, predict the synergy score measuring deviation from expected non-interaction effect. (1) Drug 1: CNC(=O)C1=CC=CC=C1SC2=CC3=C(C=C2)C(=NN3)C=CC4=CC=CC=N4. Drug 2: COC1=NC(=NC2=C1N=CN2C3C(C(C(O3)CO)O)O)N. Cell line: COLO 205. Synergy scores: CSS=4.64, Synergy_ZIP=2.50, Synergy_Bliss=9.04, Synergy_Loewe=1.74, Synergy_HSA=3.08. (2) Drug 1: C1=CC(=CC=C1CC(C(=O)O)N)N(CCCl)CCCl.Cl. Drug 2: CCCCCOC(=O)NC1=NC(=O)N(C=C1F)C2C(C(C(O2)C)O)O. Cell line: SNB-19. Synergy scores: CSS=7.40, Synergy_ZIP=-2.74, Synergy_Bliss=-1.24, Synergy_Loewe=-15.0, Synergy_HSA=-4.55. (3) Drug 1: CC12CCC3C(C1CCC2NC(=O)OCC(F)(F)F)CCC4C3(C=CC(=O)N4C)C. Drug 2: CC1C(C(CC(O1)OC2CC(CC3=C2C(=C4C(=C3O)C(=O)C5=C(C4=O)C(=CC=C5)OC)O)(C(=O)CO)O)N)O. Cell line: SK-OV-3. Synergy scores: CSS=60.0, Synergy_ZIP=15.6, Synergy_Bliss=14.6, Synergy_Loewe=-31.0, Synergy_HSA=10.8. (4) Drug 1: CS(=O)(=O)C1=CC(=C(C=C1)C(=O)NC2=CC(=C(C=C2)Cl)C3=CC=CC=N3)Cl. Drug 2: CC1=C(C(=CC=C1)Cl)NC(=O)C2=CN=C(S2)NC3=CC(=NC(=N3)C)N4CCN(CC4)CCO. Cell line: SK-OV-3. Synergy scores: CSS=26.6, Synergy_ZIP=-2.12, Synergy_Bliss=8.84, Synergy_Loewe=-2.68, Synergy_HSA=9.07. (5) Synergy scores: CSS=9.03, Synergy_ZIP=-3.98, Synergy_Bliss=1.92, Synergy_Loewe=-10.5, Synergy_HSA=-1.73. Cell line: MDA-MB-231. Drug 2: C1=CC=C(C=C1)NC(=O)CCCCCCC(=O)NO. Drug 1: CN1C(=O)N2C=NC(=C2N=N1)C(=O)N.